From a dataset of NCI-60 drug combinations with 297,098 pairs across 59 cell lines. Regression. Given two drug SMILES strings and cell line genomic features, predict the synergy score measuring deviation from expected non-interaction effect. (1) Drug 1: COC1=C(C=C2C(=C1)N=CN=C2NC3=CC(=C(C=C3)F)Cl)OCCCN4CCOCC4. Drug 2: C(=O)(N)NO. Cell line: HOP-62. Synergy scores: CSS=15.5, Synergy_ZIP=2.86, Synergy_Bliss=5.10, Synergy_Loewe=-13.4, Synergy_HSA=4.44. (2) Drug 1: C1=CC(=CC=C1CCCC(=O)O)N(CCCl)CCCl. Drug 2: B(C(CC(C)C)NC(=O)C(CC1=CC=CC=C1)NC(=O)C2=NC=CN=C2)(O)O. Cell line: MCF7. Synergy scores: CSS=25.8, Synergy_ZIP=-3.32, Synergy_Bliss=-5.09, Synergy_Loewe=-5.40, Synergy_HSA=-5.40.